Dataset: Catalyst prediction with 721,799 reactions and 888 catalyst types from USPTO. Task: Predict which catalyst facilitates the given reaction. (1) Reactant: [N+:1]([C:4]1[CH:20]=[CH:19][C:7]2[CH2:8][CH2:9][N:10]([C:13](=[O:18])[C:14]([F:17])([F:16])[F:15])[CH2:11][CH2:12][C:6]=2[CH:5]=1)([O-])=O.C(O)C. Product: [F:17][C:14]([F:15])([F:16])[C:13]([N:10]1[CH2:9][CH2:8][C:7]2[CH:19]=[CH:20][C:4]([NH2:1])=[CH:5][C:6]=2[CH2:12][CH2:11]1)=[O:18]. The catalyst class is: 153. (2) Reactant: C([O:3][C:4]([CH2:6][C:7]1[CH:15]=[C:14]([O:16][CH2:17][CH2:18][N:19]2[CH2:24][CH2:23][O:22][CH2:21][CH2:20]2)[CH:13]=[CH:12][C:8]=1[C:9]([OH:11])=[O:10])=O)C.[NH3:25]. Product: [C:4]([CH2:6][C:7]1[CH:15]=[C:14]([O:16][CH2:17][CH2:18][N:19]2[CH2:24][CH2:23][O:22][CH2:21][CH2:20]2)[CH:13]=[CH:12][C:8]=1[C:9]([OH:11])=[O:10])(=[O:3])[NH2:25]. The catalyst class is: 12. (3) Reactant: [CH:1]1([NH:4][C:5](=[O:33])[NH:6][C:7]2[CH:31]=[CH:30][C:10]([O:11][C:12]3[CH:17]=[CH:16][N:15]=[C:14]4[CH:18]=[C:19]([C:21]5[CH:29]=[CH:28][C:24]([C:25]([OH:27])=O)=[CH:23][N:22]=5)[S:20][C:13]=34)=[C:9]([F:32])[CH:8]=2)[CH2:3][CH2:2]1.[Si:34]([O:41][C@@H:42]([C@H:46]([O:74][Si:75]([C:78]([CH3:81])([CH3:80])[CH3:79])([CH3:77])[CH3:76])[C@@H:47]([O:66][Si:67]([C:70]([CH3:73])([CH3:72])[CH3:71])([CH3:69])[CH3:68])[C@@H:48]([O:58][Si:59]([C:62]([CH3:65])([CH3:64])[CH3:63])([CH3:61])[CH3:60])[CH2:49][O:50][Si:51]([C:54]([CH3:57])([CH3:56])[CH3:55])([CH3:53])[CH3:52])[CH2:43][NH:44][CH3:45])([C:37]([CH3:40])([CH3:39])[CH3:38])([CH3:36])[CH3:35].CCN(C(C)C)C(C)C.CN(C(ON1N=NC2C=CC=NC1=2)=[N+](C)C)C.F[P-](F)(F)(F)(F)F. Product: [CH:1]1([NH:4][C:5](=[O:33])[NH:6][C:7]2[CH:31]=[CH:30][C:10]([O:11][C:12]3[CH:17]=[CH:16][N:15]=[C:14]4[CH:18]=[C:19]([C:21]5[CH:29]=[CH:28][C:24]([C:25]([N:44]([CH3:45])[CH2:43][C@@H:42]([O:41][Si:34]([C:37]([CH3:40])([CH3:39])[CH3:38])([CH3:35])[CH3:36])[C@H:46]([O:74][Si:75]([C:78]([CH3:81])([CH3:80])[CH3:79])([CH3:76])[CH3:77])[C@@H:47]([O:66][Si:67]([C:70]([CH3:71])([CH3:72])[CH3:73])([CH3:69])[CH3:68])[C@@H:48]([O:58][Si:59]([C:62]([CH3:65])([CH3:64])[CH3:63])([CH3:60])[CH3:61])[CH2:49][O:50][Si:51]([C:54]([CH3:55])([CH3:56])[CH3:57])([CH3:53])[CH3:52])=[O:27])=[CH:23][N:22]=5)[S:20][C:13]=34)=[C:9]([F:32])[CH:8]=2)[CH2:2][CH2:3]1. The catalyst class is: 3. (4) The catalyst class is: 82. Reactant: [F:1][C:2]1[C:7]([CH3:8])=[CH:6][CH:5]=[CH:4][C:3]=1[NH:9][C:10](=[O:17])[CH2:11][CH:12](OC)OC. Product: [F:1][C:2]1[C:7]([CH3:8])=[CH:6][CH:5]=[C:4]2[C:3]=1[NH:9][C:10](=[O:17])[CH:11]=[CH:12]2. (5) Reactant: N.[Li].[C:3]([O:7][C:8]([N:10]1[CH2:14][C@H:13]([O:15]CC2C=CC=CC=2)[CH2:12][C@H:11]1[CH2:23][O:24][CH3:25])=[O:9])([CH3:6])([CH3:5])[CH3:4].C(O)(C)(C)C. Product: [C:3]([O:7][C:8]([N:10]1[CH2:14][C@H:13]([OH:15])[CH2:12][C@H:11]1[CH2:23][O:24][CH3:25])=[O:9])([CH3:6])([CH3:5])[CH3:4]. The catalyst class is: 1. (6) Reactant: [N+:1]([C:4]1[CH:5]=[C:6]2[C:10](=[CH:11][CH:12]=1)[NH:9][NH:8][C:7]2=[O:13])([O-:3])=[O:2].C([O-])([O-])=O.[K+].[K+].[C:20](#[N:23])[CH:21]=[CH2:22]. Product: [N+:1]([C:4]1[CH:5]=[C:6]2[C:10](=[CH:11][CH:12]=1)[N:9]([CH2:22][CH2:21][C:20]#[N:23])[NH:8][C:7]2=[O:13])([O-:3])=[O:2]. The catalyst class is: 6.